From a dataset of Reaction yield outcomes from USPTO patents with 853,638 reactions. Predict the reaction yield, written as a fraction of the theoretical maximum amount of product (1.0 means a 100% yield; for example, 0.34 means a 34% yield). (1) The reactants are [CH3:1][N:2]([CH3:14])[S:3]([C:6]1[CH:11]=[CH:10][C:9]([Mg]Br)=[CH:8][CH:7]=1)(=[O:5])=[O:4].[CH3:15][O:16][C:17]1[CH:57]=[CH:56][C:20]([CH2:21][N:22]([CH2:47][C:48]2[CH:53]=[CH:52][C:51]([O:54][CH3:55])=[CH:50][CH:49]=2)[C:23]2[N:28]=[C:27]([CH3:29])[N:26]=[C:25]([C:30]3[C:31]([NH:38][C:39]4[CH:40]=[N:41][C:42]([O:45][CH3:46])=[CH:43][CH:44]=4)=[N:32][CH:33]=[C:34]([CH:37]=3)[CH:35]=[O:36])[N:24]=2)=[CH:19][CH:18]=1. No catalyst specified. The product is [CH3:55][O:54][C:51]1[CH:50]=[CH:49][C:48]([CH2:47][N:22]([CH2:21][C:20]2[CH:19]=[CH:18][C:17]([O:16][CH3:15])=[CH:57][CH:56]=2)[C:23]2[N:28]=[C:27]([CH3:29])[N:26]=[C:25]([C:30]3[CH:37]=[C:34]([CH:35]([OH:36])[C:9]4[CH:10]=[CH:11][C:6]([S:3]([N:2]([CH3:14])[CH3:1])(=[O:5])=[O:4])=[CH:7][CH:8]=4)[CH:33]=[N:32][C:31]=3[NH:38][C:39]3[CH:40]=[N:41][C:42]([O:45][CH3:46])=[CH:43][CH:44]=3)[N:24]=2)=[CH:53][CH:52]=1. The yield is 0.736. (2) The reactants are [CH2:1]([O:3][C:4](=[O:17])[CH2:5][C:6](=O)[C:7]1[CH:12]=[CH:11][C:10]([N+:13]([O-:15])=[O:14])=[CH:9][CH:8]=1)[CH3:2].[NH:18]([C:20]1[N:25]=[CH:24][CH:23]=[CH:22][N:21]=1)[NH2:19]. The catalyst is C(O)C. The product is [CH2:1]([O:3][C:4](=[O:17])[CH2:5][C:6]([C:7]1[CH:12]=[CH:11][C:10]([N+:13]([O-:15])=[O:14])=[CH:9][CH:8]=1)=[N:19][NH:18][C:20]1[N:25]=[CH:24][CH:23]=[CH:22][N:21]=1)[CH3:2]. The yield is 0.240. (3) The reactants are [OH:1][C:2]1[CH:3]=[C:4]([C:10]2[CH:15]=[CH:14][CH:13]=[C:12]([CH:16]=O)[CH:11]=2)[CH:5]=[C:6]([O:8][CH3:9])[CH:7]=1.[NH2:18][CH2:19][CH2:20][C@H:21]1[O:25][C:24](=[O:26])[N:23]([C:27]2[CH:37]=[CH:36][C:30]3[S:31][CH2:32][C:33](=[O:35])[NH:34][C:29]=3[CH:28]=2)[CH2:22]1. No catalyst specified. The product is [OH:1][C:2]1[CH:3]=[C:4]([C:10]2[CH:15]=[CH:14][CH:13]=[C:12]([CH2:16][NH:18][CH2:19][CH2:20][C@H:21]3[O:25][C:24](=[O:26])[N:23]([C:27]4[CH:37]=[CH:36][C:30]5[S:31][CH2:32][C:33](=[O:35])[NH:34][C:29]=5[CH:28]=4)[CH2:22]3)[CH:11]=2)[CH:5]=[C:6]([O:8][CH3:9])[CH:7]=1. The yield is 0.530. (4) The reactants are [N:1]1[C:5]2[CH:6]=[CH:7][CH:8]=[CH:9][C:4]=2[NH:3][C:2]=1[S:10][CH2:11][CH2:12][N:13]1[CH2:18][CH2:17][N:16]([CH2:19][C:20]([NH:22][C:23]2[C:24]([S:32][CH3:33])=[N:25][C:26]([CH3:31])=[CH:27][C:28]=2[S:29][CH3:30])=[O:21])[CH2:15][CH2:14]1.[C:34]([OH:41])(=[O:40])/[CH:35]=[CH:36]\[C:37]([OH:39])=[O:38].C(Cl)(Cl)Cl. The catalyst is C(O)C. The product is [C:34]([OH:41])(=[O:40])/[CH:35]=[CH:36]\[C:37]([OH:39])=[O:38].[C:34]([OH:41])(=[O:40])/[CH:35]=[CH:36]\[C:37]([OH:39])=[O:38].[N:1]1[C:5]2[CH:6]=[CH:7][CH:8]=[CH:9][C:4]=2[NH:3][C:2]=1[S:10][CH2:11][CH2:12][N:13]1[CH2:14][CH2:15][N:16]([CH2:19][C:20]([NH:22][C:23]2[C:24]([S:32][CH3:33])=[N:25][C:26]([CH3:31])=[CH:27][C:28]=2[S:29][CH3:30])=[O:21])[CH2:17][CH2:18]1. The yield is 0.770. (5) The reactants are [C:1]([C:5]1[CH:6]=[C:7]2[C:11](=[CH:12][CH:13]=1)[C:10](=[O:14])[N:9]([C:15]1[C:16]([CH2:46][OH:47])=[C:17]([C:21]3[CH:22]=[C:23]([NH:29][C:30]4[CH:34]=[CH:33][N:32]([CH:35]5[CH2:38][N:37](C(OC(C)(C)C)=O)[CH2:36]5)[N:31]=4)[C:24](=[O:28])[N:25]([CH3:27])[N:26]=3)[CH:18]=[CH:19][CH:20]=1)[CH2:8]2)([CH3:4])([CH3:3])[CH3:2].FC(F)(F)C(O)=O. The product is [NH:37]1[CH2:36][CH:35]([N:32]2[CH:33]=[CH:34][C:30]([NH:29][C:23]3[C:24](=[O:28])[N:25]([CH3:27])[N:26]=[C:21]([C:17]4[C:16]([CH2:46][OH:47])=[C:15]([N:9]5[CH2:8][C:7]6[C:11](=[CH:12][CH:13]=[C:5]([C:1]([CH3:3])([CH3:4])[CH3:2])[CH:6]=6)[C:10]5=[O:14])[CH:20]=[CH:19][CH:18]=4)[CH:22]=3)=[N:31]2)[CH2:38]1. The catalyst is C(Cl)Cl. The yield is 0.0900. (6) The reactants are [N+:1]([C:4]1[CH:5]=[C:6]2[C:11](=[CH:12][CH:13]=1)[N:10]=[C:9]([C:14]1[CH:22]=[CH:21][C:17]3[O:18][CH2:19][O:20][C:16]=3[CH:15]=1)[N:8]=[CH:7]2)([O-])=O.Cl[Sn]Cl. The catalyst is C(O)C. The product is [NH2:1][C:4]1[CH:5]=[C:6]2[C:11](=[CH:12][CH:13]=1)[N:10]=[C:9]([C:14]1[CH:22]=[CH:21][C:17]3[O:18][CH2:19][O:20][C:16]=3[CH:15]=1)[N:8]=[CH:7]2. The yield is 0.640. (7) The reactants are [CH:1]1([C@H:6]([N:12]2[CH:16]=[C:15]([C:17]3[C:18]4[CH:25]=[CH:24][N:23]([CH2:26][O:27][CH2:28][CH2:29][Si:30]([CH3:33])([CH3:32])[CH3:31])[C:19]=4[N:20]=[CH:21][N:22]=3)[CH:14]=[N:13]2)[CH2:7][C:8]([O:10]C)=[O:9])[CH2:5][CH2:4][CH2:3][CH2:2]1.O.[OH-].[Li+].Cl. The catalyst is C1COCC1.O. The product is [CH:1]1([C@H:6]([N:12]2[CH:16]=[C:15]([C:17]3[C:18]4[CH:25]=[CH:24][N:23]([CH2:26][O:27][CH2:28][CH2:29][Si:30]([CH3:31])([CH3:33])[CH3:32])[C:19]=4[N:20]=[CH:21][N:22]=3)[CH:14]=[N:13]2)[CH2:7][C:8]([OH:10])=[O:9])[CH2:5][CH2:4][CH2:3][CH2:2]1. The yield is 1.00. (8) The reactants are C[N:2](C)/[CH:3]=[CH:4]/[C:5]1[N:10]=[C:9]([N:11]2[CH2:16][CH2:15][O:14][CH2:13][CH2:12]2)[C:8]([C:17]2[CH:24]=[CH:23][C:20]([C:21]#[N:22])=[CH:19][CH:18]=2)=[CH:7][C:6]=1[N+]([O-])=O.C(Cl)Cl.[H][H]. The catalyst is CO.[Pd]. The product is [N:11]1([C:9]2[N:10]=[C:5]3[CH:4]=[CH:3][NH:2][C:6]3=[CH:7][C:8]=2[C:17]2[CH:18]=[CH:19][C:20]([C:21]#[N:22])=[CH:23][CH:24]=2)[CH2:12][CH2:13][O:14][CH2:15][CH2:16]1. The yield is 0.650.